Dataset: Full USPTO retrosynthesis dataset with 1.9M reactions from patents (1976-2016). Task: Predict the reactants needed to synthesize the given product. (1) Given the product [CH:21]1([CH2:27][N:10]([CH2:11][CH2:12][NH:13][C:14](=[O:20])[O:15][C:16]([CH3:17])([CH3:19])[CH3:18])[S:7]([C:2]2[CH:3]=[CH:4][CH:5]=[CH:6][N:1]=2)(=[O:9])=[O:8])[CH2:26][CH2:25][CH2:24][CH2:23][CH2:22]1, predict the reactants needed to synthesize it. The reactants are: [N:1]1[CH:6]=[CH:5][CH:4]=[CH:3][C:2]=1[S:7]([NH:10][CH2:11][CH2:12][NH:13][C:14](=[O:20])[O:15][C:16]([CH3:19])([CH3:18])[CH3:17])(=[O:9])=[O:8].[CH:21]1([CH2:27]Br)[CH2:26][CH2:25][CH2:24][CH2:23][CH2:22]1.C([O-])([O-])=O.[Cs+].[Cs+].[Cl-]. (2) Given the product [CH:1]([N:4]1[CH2:5][CH2:6][CH:7]([O:10][C:11]2[CH:23]=[C:22]3[C:14]([N:15]4[C:20](=[CH:21]3)[C:19](=[O:24])[N:18]([CH2:28][CH2:27][O:26][CH3:25])[CH2:17][CH2:16]4)=[N:13][CH:12]=2)[CH2:8][CH2:9]1)([CH3:3])[CH3:2], predict the reactants needed to synthesize it. The reactants are: [CH:1]([N:4]1[CH2:9][CH2:8][CH:7]([O:10][C:11]2[CH:23]=[C:22]3[C:14]([N:15]4[C:20](=[CH:21]3)[C:19](=[O:24])[NH:18][CH2:17][CH2:16]4)=[N:13][CH:12]=2)[CH2:6][CH2:5]1)([CH3:3])[CH3:2].[CH3:25][O:26][CH2:27][CH2:28]Br.[H-].[Na+]. (3) Given the product [ClH:1].[ClH:44].[ClH:1].[Cl:1][C:2]1[CH:3]=[CH:4][C:5]([C@H:8]([N:19]2[CH2:24][CH2:23][CH2:22][C@@:21]3([C:32]4[C:27](=[CH:28][CH:29]=[C:30]([F:33])[CH:31]=4)[N:26]([C:34]4[C:35]5[C@H:42]([CH3:43])[CH2:41][CH2:40][C:36]=5[N:37]=[CH:38][N:39]=4)[CH2:25]3)[CH2:20]2)[CH2:9][CH2:10][NH2:11])=[CH:6][CH:7]=1.[ClH:1].[ClH:1].[ClH:1].[Cl:44][C:45]1[CH:46]=[CH:47][C:48]([C@@H:51]([N:62]2[CH2:67][CH2:66][CH2:65][C@@:64]3([C:75]4[C:70](=[CH:71][CH:72]=[C:73]([F:76])[CH:74]=4)[N:69]([C:77]4[C:78]5[C@H:85]([CH3:86])[CH2:84][CH2:83][C:79]=5[N:80]=[CH:81][N:82]=4)[CH2:68]3)[CH2:63]2)[CH2:52][CH2:53][NH2:54])=[CH:49][CH:50]=1, predict the reactants needed to synthesize it. The reactants are: [Cl:1][C:2]1[CH:7]=[CH:6][C:5]([C@H:8]([N:19]2[CH2:24][CH2:23][CH2:22][C@@:21]3([C:32]4[C:27](=[CH:28][CH:29]=[C:30]([F:33])[CH:31]=4)[N:26]([C:34]4[C:35]5[C@H:42]([CH3:43])[CH2:41][CH2:40][C:36]=5[N:37]=[CH:38][N:39]=4)[CH2:25]3)[CH2:20]2)[CH2:9][CH2:10][NH:11]C(=O)OC(C)(C)C)=[CH:4][CH:3]=1.[Cl:44][C:45]1[CH:50]=[CH:49][C:48]([C@@H:51]([N:62]2[CH2:67][CH2:66][CH2:65][C@@:64]3([C:75]4[C:70](=[CH:71][CH:72]=[C:73]([F:76])[CH:74]=4)[N:69]([C:77]4[C:78]5[C@H:85]([CH3:86])[CH2:84][CH2:83][C:79]=5[N:80]=[CH:81][N:82]=4)[CH2:68]3)[CH2:63]2)[CH2:52][CH2:53][NH:54]C(=O)OC(C)(C)C)=[CH:47][CH:46]=1. (4) Given the product [CH2:1]([O:5][C:6]1[CH:7]=[CH:8][C:9]([C:12]2[C:13](=[O:15])[O:14][C:21]3[C:18]([CH:19]=2)=[CH:17][CH:24]=[C:23]([OH:25])[CH:22]=3)=[CH:10][CH:11]=1)[CH2:2][CH2:3][CH3:4], predict the reactants needed to synthesize it. The reactants are: [CH2:1]([O:5][C:6]1[CH:11]=[CH:10][C:9]([CH2:12][C:13]([OH:15])=[O:14])=[CH:8][CH:7]=1)[CH2:2][CH2:3][CH3:4].O[C:17]1[CH:24]=[C:23]([OH:25])[CH:22]=[CH:21][C:18]=1[CH:19]=O. (5) The reactants are: [Cl:1][C:2]1[C:7]2[CH:8]=[CH:9][O:10][C:6]=2[CH:5]=[CH:4][C:3]=1[OH:11]. Given the product [Cl:1][C:2]1[C:7]2[CH2:8][CH2:9][O:10][C:6]=2[CH:5]=[CH:4][C:3]=1[OH:11], predict the reactants needed to synthesize it. (6) Given the product [C:13]12([CH2:12][CH2:11][O:3][CH2:4][CH2:5][O:6][CH2:7][CH2:8][OH:9])[CH2:14][CH:15]3[CH2:21][CH:19]([CH2:18][CH:17]([CH2:16]3)[CH2:22]1)[CH2:20]2, predict the reactants needed to synthesize it. The reactants are: [H-].[Na+].[OH:3][CH2:4][CH2:5][O:6][CH2:7][CH2:8][OH:9].I[CH2:11][CH2:12][C:13]12[CH2:22][CH:17]3[CH2:18][CH:19]([CH2:21][CH:15]([CH2:16]3)[CH2:14]1)[CH2:20]2. (7) Given the product [F:31][C:25]1[CH:26]=[CH:27][CH:28]=[C:29]([F:30])[C:24]=1[NH:23][C:21](=[O:22])[C:20]1[CH:32]=[CH:33][CH:34]=[C:18]([C:9]2[N:10]=[C:11]3[CH:16]=[C:15]([F:17])[CH:14]=[CH:13][N:12]3[C:8]=2[C:6]2[CH:5]=[CH:4][N:3]=[C:2]([NH:54][C:53]3[CH:55]=[CH:56][C:50]([N:47]4[CH2:46][CH2:45][CH:44]([N:41]5[CH2:40][CH2:39][N:38]([CH2:37][CH2:36][F:35])[CH2:43][CH2:42]5)[CH2:49][CH2:48]4)=[CH:51][C:52]=3[O:57][CH3:58])[N:7]=2)[CH:19]=1, predict the reactants needed to synthesize it. The reactants are: Cl[C:2]1[N:7]=[C:6]([C:8]2[N:12]3[CH:13]=[CH:14][C:15]([F:17])=[CH:16][C:11]3=[N:10][C:9]=2[C:18]2[CH:19]=[C:20]([CH:32]=[CH:33][CH:34]=2)[C:21]([NH:23][C:24]2[C:29]([F:30])=[CH:28][CH:27]=[CH:26][C:25]=2[F:31])=[O:22])[CH:5]=[CH:4][N:3]=1.[F:35][CH2:36][CH2:37][N:38]1[CH2:43][CH2:42][N:41]([CH:44]2[CH2:49][CH2:48][N:47]([C:50]3[CH:56]=[CH:55][C:53]([NH2:54])=[C:52]([O:57][CH3:58])[CH:51]=3)[CH2:46][CH2:45]2)[CH2:40][CH2:39]1.O.C1(C)C=CC(S(O)(=O)=O)=CC=1.C[O-].[Na+]. (8) Given the product [CH:1]1([N:4]2[C:9]([C:10]3[CH:15]=[CH:14][C:13]([F:16])=[CH:12][C:11]=3[F:17])=[N:8][NH:7][C:5]2=[O:6])[CH2:3][CH2:2]1, predict the reactants needed to synthesize it. The reactants are: [CH:1]1([NH:4][C:5]([NH:7][NH:8][C:9](=O)[C:10]2[CH:15]=[CH:14][C:13]([F:16])=[CH:12][C:11]=2[F:17])=[O:6])[CH2:3][CH2:2]1.Cl. (9) Given the product [O:1]1[C:6]2[CH:7]=[CH:8][C:9]([C:11]3[C:16]([N:35]4[CH:36]=[CH:37][C:33]([C:27]5[CH:28]=[CH:29][CH:30]=[CH:31][CH:32]=5)=[N:34]4)=[CH:15][CH:14]=[C:13]([C:18]([F:19])([F:21])[F:20])[C:12]=3[C:22](=[O:26])[C:23]([O:25][CH3:41])=[O:24])=[CH:10][C:5]=2[CH2:4][CH2:3][CH2:2]1, predict the reactants needed to synthesize it. The reactants are: [O:1]1[C:6]2[CH:7]=[CH:8][C:9]([C:11]3[C:16](F)=[CH:15][CH:14]=[C:13]([C:18]([F:21])([F:20])[F:19])[C:12]=3[C:22](=[O:26])[C:23]([OH:25])=[O:24])=[CH:10][C:5]=2[CH2:4][CH2:3][CH2:2]1.[C:27]1([C:33]2[CH:37]=[CH:36][NH:35][N:34]=2)[CH:32]=[CH:31][CH:30]=[CH:29][CH:28]=1.[H-].[Na+].Cl.[CH3:41][Si](C=[N+]=[N-])(C)C.C(OCC)C.